This data is from Experimentally validated miRNA-target interactions with 360,000+ pairs, plus equal number of negative samples. The task is: Binary Classification. Given a miRNA mature sequence and a target amino acid sequence, predict their likelihood of interaction. (1) The miRNA is hsa-miR-181a-5p with sequence AACAUUCAACGCUGUCGGUGAGU. The protein sequence of the target gene is MFPEPPTPGPPSPDTPPDSSRISHGPVPPWALATIVLVSGLLIFSCCFCLYRKSCRRRTGKKSQAQAQVHLQEVKGLGQSYIDKVQPEVEELEPAPSGPGQQVADKHELGRLQYSLDYDFQSGQLLVGILQAMGLAALDLGGSSDPYVRVYLLPDKRRRYETKVHRQTLNPHFGETFAFKVPYVELGGRVLVMAVYDFDRFSRNDAIGEVRVPMSSVDLGRPVQAWRELQAAPREEQEKLGDICFSLRYVPTAGKLTVIVLEAKNLKKMDVGGLSDPYVKVHLLQGGKKVRKKKTTIKKN.... Result: 0 (no interaction). (2) The miRNA is mmu-miR-2861 with sequence GGGGCCUGGCGGCGGGCGG. The protein sequence of the target gene is MALAGLCALFACCWGPAAVLATAAGDVDPSKELECKLKSITVSALPFLRENDLSIMHSPSASEPKLLFSVRNDFPGEMVVVDDLENTELPYFVLEISGNTEDIPLVRWRQQWLENGTLLFHIHHQDGAPSLPGQDPTEEPQHESAEEELRILHISVMGGMIALLLSILCLVMILYTRRRWCKRRRVPQPQKSASAEAANEIHYIPSVLIGGHGRESLRNARVQGHNSSGTLSIRETPILDGYEYDITDLRHHLQRECMNGGEDFASQVTRTLDSLQGCNEKSGMDLTPGSDNAKLSLMNK.... Result: 0 (no interaction). (3) The miRNA is hsa-miR-1827 with sequence UGAGGCAGUAGAUUGAAU. The protein sequence of the target gene is MTSESTSPPVVPPLHSPKSPVWPTFPFHREGSRVWERGGVPPRDLPSPLPTKRTRTYSATARASAGPVFKGVCKQFSRSQGHGFITPENGSEDIFVHVSDIEGEYVPVEGDEVTYKMCPIPPKNQKFQAVEVVLTQLAPHTPHETWSGQVVGS. Result: 1 (interaction). (4) The miRNA is hsa-miR-644a with sequence AGUGUGGCUUUCUUAGAGC. The protein sequence of the target gene is MPAPGQGPRGPLLSMPGRRGALREPADFGSSLGAVLALLLLLLPACCPVRAQNDTEPIVLEGKCLVVCDSSPSGDGAVTSSLGISVRSGSAKVAFSATRSTNHEPSEMSNRTMTIYFDQVLVNIGNHFDLASSIFVAPRKGIYSFSFHVVKVYNRQTIQVSLMQNGYPVISAFAGDQDVTREAASNGVLLLMEREDKVHLKLERGNLMGGWKYSTFSGFLVFPL. Result: 0 (no interaction). (5) The miRNA is hsa-miR-6839-5p with sequence UCUGGAUUGAAGAGACGACCCA. The protein sequence of the target gene is MDKLNKITVPASQKLRQLQKMVHDIKNNEGGIMNKIKKLKVKAPPSVPRRDYASESPADEEEQWSDDFDSDYENPDEHSDSEMYVMPAEENADDSYEPPPVEQETRPVHPALPFARGEYIDNRSSQRHSPPFSKTLPSKPSWPSEKARLTSTLPALTALQKPQVPPKPKGLLEDEADYVVPVEDNDENYIHPTESSSPPPEKAPMVNRSTKPNSSTPASPPGTASGRNSGAWETKSPPPAAPSPLPRAGKKPTTPLKTTPVASQQNASSVCEEKPIPAERHRGSSHRQEAVQSPVFPPAQ.... Result: 0 (no interaction). (6) The miRNA is hsa-miR-30e-5p with sequence UGUAAACAUCCUUGACUGGAAG. The protein sequence of the target gene is MRRYLRVVVLCVACGFCSLLYAFSQLAVSLEEGTGGGGGKPQAAVASWLAGGGRGAVRGAGVAGPAAHPGVSDRCKDFSLCYWNPYWMLPSDVCGMNCFWEAAFRYSLKIQPVEKMHLAVVACGERLEETMTMLKSAIIFSIKPLQFHIFAEDQLHHSFKGRLDNWSFLQTFNYTLYPITFPSENAAEWKKLFKPCASQRLFLPLILKEVDSLLYVDTDILFLRPVDDIWSLLKKFNSTQIAAMAPEHEEPRIGWYNRFARHPYYGKTGVNSGVMLMNMTRMRRKYFKNDMTTVRLQWGD.... Result: 1 (interaction).